This data is from Catalyst prediction with 721,799 reactions and 888 catalyst types from USPTO. The task is: Predict which catalyst facilitates the given reaction. Reactant: [OH2:1].[C:2]1([C:8]2[N:9]=[C:10]([CH2:19][CH2:20]C=O)[O:11][C:12]=2[C:13]2[CH:18]=[CH:17][CH:16]=[CH:15][CH:14]=2)[CH:7]=[CH:6][CH:5]=[CH:4][CH:3]=1.[C:23]1([N:29]=[C:30]=[O:31])[CH:28]=[CH:27][CH:26]=[CH:25][CH:24]=1.[C:32](#[N:34])C. Product: [C:23]1([NH:29][C:30]([O:1][N:34]=[CH:32][CH2:20][CH2:19][C:10]2[O:11][C:12]([C:13]3[CH:14]=[CH:15][CH:16]=[CH:17][CH:18]=3)=[C:8]([C:2]3[CH:7]=[CH:6][CH:5]=[CH:4][CH:3]=3)[N:9]=2)=[O:31])[CH:28]=[CH:27][CH:26]=[CH:25][CH:24]=1. The catalyst class is: 66.